From a dataset of Forward reaction prediction with 1.9M reactions from USPTO patents (1976-2016). Predict the product of the given reaction. (1) Given the reactants [CH2:1]=P(C1C=CC=CC=1)(C1C=CC=CC=1)C1C=CC=CC=1.C(OC(=O)C1C=CC(C#CC2C=CC3C(NC4CC4)CCC(C)(C)C=3C=2)=CC=1)C.C([Li])CCC.[Br:55][C:56]1[CH:57]=[C:58]2[C:63](=[C:64]([CH:66]=O)[CH:65]=1)[O:62][C:61]([CH3:69])([CH3:68])[CH2:60][C:59]2([CH3:71])[CH3:70], predict the reaction product. The product is: [Br:55][C:56]1[CH:57]=[C:58]2[C:63](=[C:64]([CH:66]=[CH2:1])[CH:65]=1)[O:62][C:61]([CH3:69])([CH3:68])[CH2:60][C:59]2([CH3:71])[CH3:70]. (2) Given the reactants C(O)C.[C:4]([NH2:12])(=[O:11])[C:5]1[CH:10]=[CH:9][CH:8]=[N:7][CH:6]=1.[F:13][C:14]1[CH:21]=[CH:20][C:17]([CH2:18][Cl:19])=[CH:16][CH:15]=1, predict the reaction product. The product is: [Cl-:19].[F:13][C:14]1[CH:21]=[CH:20][C:17]([CH2:18][N+:7]2[CH:8]=[CH:9][CH:10]=[C:5]([C:4](=[O:11])[NH2:12])[CH:6]=2)=[CH:16][CH:15]=1. (3) The product is: [ClH:18].[C:25]([C:24]1[C:19]([N:13]2[C:12]3[CH:14]=[CH:15][CH:16]=[CH:17][C:11]=3[N:10]=[C:9]2/[CH:1]=[CH:2]/[C:3]2[CH:4]=[CH:5][CH:6]=[CH:7][CH:8]=2)=[N:20][CH:21]=[CH:22][CH:23]=1)#[N:26]. Given the reactants [CH:1]([C:9]1[NH:13][C:12]2[CH:14]=[CH:15][CH:16]=[CH:17][C:11]=2[N:10]=1)=[CH:2][C:3]1[CH:8]=[CH:7][CH:6]=[CH:5][CH:4]=1.[Cl:18][C:19]1[C:24]([C:25]#[N:26])=[CH:23][CH:22]=[CH:21][N:20]=1.N1C=CC=CC=1N1C2C=CC=CC=2N=C1/C=C/C1C=CC=CC=1.Cl, predict the reaction product.